This data is from Reaction yield outcomes from USPTO patents with 853,638 reactions. The task is: Predict the reaction yield, written as a fraction of the theoretical maximum amount of product (1.0 means a 100% yield; for example, 0.34 means a 34% yield). (1) The reactants are [Cl:1][C:2]1[CH:7]=[C:6]([F:8])[C:5]([C:9]2[C:18]3[C:13](=[CH:14][C:15]([N:19]4[CH2:24][CH2:23][O:22][CH2:21][CH2:20]4)=[CH:16][CH:17]=3)[N:12]=[CH:11][N:10]=2)=[CH:4][C:3]=1[CH:25]([C:27]1[N:28]=[N:29][C:30]([O:33][CH3:34])=[CH:31][CH:32]=1)[OH:26].S([O-])([O-])(=O)=S.[Na+].[Na+]. The catalyst is O. The product is [Cl:1][C:2]1[CH:7]=[C:6]([F:8])[C:5]([C:9]2[C:18]3[C:13](=[CH:14][C:15]([N:19]4[CH2:24][CH2:23][O:22][CH2:21][CH2:20]4)=[CH:16][CH:17]=3)[N:12]=[CH:11][N:10]=2)=[CH:4][C:3]=1[C:25]([C:27]1[N:28]=[N:29][C:30]([O:33][CH3:34])=[CH:31][CH:32]=1)=[O:26]. The yield is 0.940. (2) The reactants are [ClH:1].[Cl:2][CH2:3][C:4]1[C:5]([CH2:16][CH3:17])=[N:6][C:7]2[C:12]([CH:13]=1)=[CH:11][C:10]([O:14][CH3:15])=[CH:9][CH:8]=2.[CH3:18][O:19][C:20]1[CH:21]=[C:22]2[C:27](=[CH:28][C:29]=1[O:30][CH3:31])[C:26]([CH2:32][CH2:33][CH3:34])=[N:25][C:24]([OH:35])=[CH:23]2.[Li+].[OH-]. The catalyst is C1COCC1.C(Cl)Cl. The product is [ClH:2].[ClH:1].[CH2:16]([C:5]1[C:4]([CH2:3][C:23]2[C:22]3[C:27](=[CH:28][C:29]([O:30][CH3:31])=[C:20]([O:19][CH3:18])[CH:21]=3)[C:26]([CH2:32][CH2:33][CH3:34])=[N:25][C:24]=2[OH:35])=[CH:13][C:12]2[C:7](=[CH:8][CH:9]=[C:10]([O:14][CH3:15])[CH:11]=2)[N:6]=1)[CH3:17]. The yield is 0.0500. (3) The reactants are C1[CH:5]2[C@@H:6]3[CH:10]=[CH:9][C@H:8]([CH:4]2[CH:3]=C1)[CH2:7]3.C([OH:14])C=C. No catalyst specified. The product is [CH:8]12[CH2:7][CH:6]([CH:10]=[CH:9]1)[CH2:5][CH:4]2[CH2:3][OH:14]. The yield is 0.520. (4) The reactants are [Cl-].[NH4+].[Cl:3][C:4]1[CH:9]=[C:8]([N+:10]([O-])=O)[CH:7]=[C:6]([Cl:13])[C:5]=1[S:14][C:15]1[CH:20]=[CH:19][C:18]([O:21][CH3:22])=[CH:17][CH:16]=1. The catalyst is [Fe].CO. The product is [Cl:13][C:6]1[CH:7]=[C:8]([CH:9]=[C:4]([Cl:3])[C:5]=1[S:14][C:15]1[CH:16]=[CH:17][C:18]([O:21][CH3:22])=[CH:19][CH:20]=1)[NH2:10]. The yield is 0.980. (5) The reactants are [C:1]([O:4][C@H:5]1[C@H:10]([OH:11])[CH2:9][CH2:8][CH2:7][C@@H:6]1[N:12]=[N+:13]=[N-:14])(=[O:3])[CH3:2].N1C=CC=CC=1.O(S(C(F)(F)F)(=O)=O)S(C(F)(F)F)(=O)=O. The catalyst is C(Cl)Cl. The product is [C:1]([O:4][C@H:5]1[C@@H:10]([OH:11])[CH2:9][CH2:8][CH2:7][C@@H:6]1[N:12]=[N+:13]=[N-:14])(=[O:3])[CH3:2]. The yield is 0.640.